This data is from Catalyst prediction with 721,799 reactions and 888 catalyst types from USPTO. The task is: Predict which catalyst facilitates the given reaction. (1) Reactant: [ClH:1].[NH2:2][C@@H:3]1[CH2:5][C@H:4]1[C:6]1[CH:11]=[CH:10][C:9]([NH:12][C:13]([C:15]2[CH:20]=[CH:19][C:18]([C:21]3[CH:26]=[CH:25][CH:24]=[CH:23][CH:22]=3)=[CH:17][CH:16]=2)=[O:14])=[CH:8][CH:7]=1.[C:27](O)(=O)[CH3:28].[CH:31]1([CH:34]=O)[CH2:33][CH2:32]1.CN(C=O)C.[C:41](OCC)(=O)[CH3:42]. Product: [ClH:1].[CH:27]1([CH2:28][N:2]([CH2:34][CH:31]2[CH2:32][CH2:33]2)[C@@H:3]2[CH2:5][C@H:4]2[C:6]2[CH:7]=[CH:8][C:9]([NH:12][C:13]([C:15]3[CH:20]=[CH:19][C:18]([C:21]4[CH:26]=[CH:25][CH:24]=[CH:23][CH:22]=4)=[CH:17][CH:16]=3)=[O:14])=[CH:10][CH:11]=2)[CH2:42][CH2:41]1. The catalyst class is: 24. (2) Reactant: [C:1]([O:7][CH2:8][CH2:9][O:10][CH3:11])(=[O:6])[CH2:2][C:3]([CH3:5])=O.[Br:12][C:13]1[CH:20]=[CH:19][C:16]([CH:17]=O)=[CH:15][CH:14]=1.[NH4+:21].[OH-:22]. Product: [Br:12][C:13]1[CH:20]=[CH:19][C:16]([CH:17]2[C:2]([C:1]([O:7][CH2:8][CH2:9][O:10][CH3:11])=[O:6])=[C:3]([CH3:5])[NH:21][C:3]([CH3:5])=[C:2]2[C:1]([O:7][CH2:8][CH2:9][O:10][CH3:11])=[O:22])=[CH:15][CH:14]=1. The catalyst class is: 271. (3) Reactant: [CH2:1]([O:8][CH:9]1[CH2:14][CH2:13][C:12](=[O:15])[C:11]([C:17]2[CH:22]=[CH:21][C:20]([Cl:23])=[C:19]([C:24]([F:27])([F:26])[F:25])[CH:18]=2)([CH3:16])[CH2:10]1)[C:2]1[CH:7]=[CH:6][CH:5]=[CH:4][CH:3]=1.C1C=CC(N([S:35]([C:38]([F:41])([F:40])[F:39])(=[O:37])=[O:36])[S:35]([C:38]([F:41])([F:40])[F:39])(=[O:37])=[O:36])=CC=1.C[Si]([N-][Si](C)(C)C)(C)C.[K+].[Cl-].[Na+]. Product: [F:39][C:38]([F:41])([F:40])[S:35]([O:15][C:12]1[C:11]([C:17]2[CH:22]=[CH:21][C:20]([Cl:23])=[C:19]([C:24]([F:26])([F:27])[F:25])[CH:18]=2)([CH3:16])[CH2:10][CH:9]([O:8][CH2:1][C:2]2[CH:3]=[CH:4][CH:5]=[CH:6][CH:7]=2)[CH2:14][CH:13]=1)(=[O:37])=[O:36]. The catalyst class is: 116. (4) Reactant: C[O:2][C:3](=[O:15])[C@@:4]([O:13][CH3:14])([CH3:12])[CH2:5][C:6]1[CH:11]=[CH:10][CH:9]=[CH:8][CH:7]=1.[OH-].[Li+].Cl. Product: [CH3:14][O:13][C@:4]([CH3:12])([CH2:5][C:6]1[CH:11]=[CH:10][CH:9]=[CH:8][CH:7]=1)[C:3]([OH:15])=[O:2]. The catalyst class is: 5. (5) Reactant: [F:1][C:2]([F:16])([F:15])[CH2:3][N:4]1[CH2:9][CH2:8][CH:7]([C:10]([O:12]CC)=[O:11])[CH2:6][CH2:5]1.[OH-].[Na+].Cl. Product: [F:16][C:2]([F:1])([F:15])[CH2:3][N:4]1[CH2:9][CH2:8][CH:7]([C:10]([OH:12])=[O:11])[CH2:6][CH2:5]1. The catalyst class is: 14.